Task: Predict the reactants needed to synthesize the given product.. Dataset: Full USPTO retrosynthesis dataset with 1.9M reactions from patents (1976-2016) (1) Given the product [CH3:1][C:2]1[CH:3]=[C:4]([NH:5][C:24]2[C:23]3[C:28](=[CH:29][CH:30]=[C:21]([OH:20])[CH:22]=3)[N:27]=[CH:26][N:25]=2)[CH:6]=[CH:7][C:8]=1[O:9][C:10]1[CH:11]=[N:12][C:13]([CH3:16])=[CH:14][CH:15]=1, predict the reactants needed to synthesize it. The reactants are: [CH3:1][C:2]1[CH:3]=[C:4]([CH:6]=[CH:7][C:8]=1[O:9][C:10]1[CH:11]=[N:12][C:13]([CH3:16])=[CH:14][CH:15]=1)[NH2:5].C([O:20][C:21]1[CH:22]=[C:23]2[C:28](=[CH:29][CH:30]=1)[N:27]=[CH:26][N:25]=[C:24]2Cl)(=O)C. (2) Given the product [F:20][CH:19]([F:21])[O:18][C:5]1[CH:4]=[CH:3][C:2]([C:36]2[CH:37]=[C:38]3[C:42](=[CH:43][CH:44]=2)[C:41](=[O:45])[NH:40][CH2:39]3)=[C:7]([O:8][CH2:9][C:10]2([CH2:14][OH:15])[CH2:13][O:12][CH2:11]2)[C:6]=1[O:16][CH3:17], predict the reactants needed to synthesize it. The reactants are: Br[C:2]1[C:7]([O:8][CH2:9][C:10]2([CH2:14][OH:15])[CH2:13][O:12][CH2:11]2)=[C:6]([O:16][CH3:17])[C:5]([O:18][CH:19]([F:21])[F:20])=[CH:4][CH:3]=1.C(=O)([O-])[O-].[Cs+].[Cs+].CC1(C)C(C)(C)OB([C:36]2[CH:37]=[C:38]3[C:42](=[CH:43][CH:44]=2)[C:41](=[O:45])[NH:40][CH2:39]3)O1. (3) Given the product [CH3:1][O:2][C:3]1[CH:4]=[C:5]([C:9]([CH3:16])([CH3:15])[CH2:10][OH:11])[CH:6]=[CH:7][CH:8]=1, predict the reactants needed to synthesize it. The reactants are: [CH3:1][O:2][C:3]1[CH:4]=[C:5]([C:9]([CH3:16])([CH3:15])[C:10](OCC)=[O:11])[CH:6]=[CH:7][CH:8]=1.[H-].[Al+3].[Li+].[H-].[H-].[H-]. (4) Given the product [CH2:1]([N:3]1[C:7]2[N:8]=[C:9]([C:18]3[CH:23]=[CH:22][C:21]([NH:24][C:25]([NH:27][C:28]4[CH:29]=[CH:30][C:31]([C:32]([N:46]5[CH2:47][CH2:48][CH:43]([N:40]6[CH2:41][CH2:42][O:37][CH2:38][CH2:39]6)[CH2:44][CH2:45]5)=[O:34])=[CH:35][CH:36]=4)=[O:26])=[CH:20][CH:19]=3)[N:10]=[C:11]([N:12]3[CH2:13][CH2:14][O:15][CH2:16][CH2:17]3)[C:6]=2[CH:5]=[CH:4]1)[CH3:2], predict the reactants needed to synthesize it. The reactants are: [CH2:1]([N:3]1[C:7]2[N:8]=[C:9]([C:18]3[CH:23]=[CH:22][C:21]([NH:24][C:25]([NH:27][C:28]4[CH:36]=[CH:35][C:31]([C:32]([OH:34])=O)=[CH:30][CH:29]=4)=[O:26])=[CH:20][CH:19]=3)[N:10]=[C:11]([N:12]3[CH2:17][CH2:16][O:15][CH2:14][CH2:13]3)[C:6]=2[CH:5]=[CH:4]1)[CH3:2].[O:37]1[CH2:42][CH2:41][N:40]([CH:43]2[CH2:48][CH2:47][NH:46][CH2:45][CH2:44]2)[CH2:39][CH2:38]1. (5) Given the product [CH3:1][O:2][C:3]1[CH:21]=[CH:20][C:6]([CH2:7][N:8]2[CH:12]=[C:11]([C:33]3[N:34]=[C:30]([O:29][C:27]4[CH:26]=[CH:25][CH:24]=[C:23]([CH3:22])[N:28]=4)[S:31][CH:32]=3)[C:10]([C:14]([N:16]([O:18][CH3:19])[CH3:17])=[O:15])=[N:9]2)=[CH:5][CH:4]=1, predict the reactants needed to synthesize it. The reactants are: [CH3:1][O:2][C:3]1[CH:21]=[CH:20][C:6]([CH2:7][N:8]2[CH:12]=[C:11](I)[C:10]([C:14]([N:16]([O:18][CH3:19])[CH3:17])=[O:15])=[N:9]2)=[CH:5][CH:4]=1.[CH3:22][C:23]1[N:28]=[C:27]([O:29][C:30]2[S:31][CH:32]=[C:33](B3OC(C)(C)C(C)(C)O3)[N:34]=2)[CH:26]=[CH:25][CH:24]=1.C(N(C(C)C)C(C)C)C. (6) The reactants are: [Mg].Br[C:3]1[CH:16]=[CH:15][C:6]([O:7][Si:8]([C:11]([CH3:14])([CH3:13])[CH3:12])([CH3:10])[CH3:9])=[C:5](C)[CH:4]=1.[CH3:18][C:19]([C:21]1[CH:26]=[CH:25][C:24]([F:27])=[C:23]([Br:28])[CH:22]=1)=O. Given the product [Br:28][C:23]1[CH:22]=[C:21]([C:19]([C:3]2[CH:4]=[CH:5][C:6]([O:7][Si:8]([C:11]([CH3:12])([CH3:13])[CH3:14])([CH3:9])[CH3:10])=[CH:15][CH:16]=2)=[CH2:18])[CH:26]=[CH:25][C:24]=1[F:27], predict the reactants needed to synthesize it.